This data is from Peptide-MHC class II binding affinity with 134,281 pairs from IEDB. The task is: Regression. Given a peptide amino acid sequence and an MHC pseudo amino acid sequence, predict their binding affinity value. This is MHC class II binding data. (1) The peptide sequence is TLWQRPLVTIKIGGQLMEAL. The MHC is DRB4_0101 with pseudo-sequence DRB4_0103. The binding affinity (normalized) is 0.335. (2) The peptide sequence is FPCQEWQEVDSILGF. The MHC is DRB1_0701 with pseudo-sequence DRB1_0701. The binding affinity (normalized) is 0.395. (3) The peptide sequence is ETVEKIVDQYREPVK. The MHC is DRB1_1101 with pseudo-sequence DRB1_1101. The binding affinity (normalized) is 0.192. (4) The peptide sequence is DIFTNSRGKRASKGN. The MHC is DRB3_0101 with pseudo-sequence DRB3_0101. The binding affinity (normalized) is 0.0542. (5) The peptide sequence is MGNSKSKSNPSSSSE. The MHC is H-2-IAb with pseudo-sequence H-2-IAb. The binding affinity (normalized) is 0.123.